Dataset: Forward reaction prediction with 1.9M reactions from USPTO patents (1976-2016). Task: Predict the product of the given reaction. (1) Given the reactants [N:1]([C@:4]1([CH2:43][OH:44])[O:8][C@@H:7]([N:9]2[C:40]3[N:39]=[C:16]([NH:17]C(C4C=CC=CC=4)(C4C=CC=CC=4)C4C=CC(OC)=CC=4)[NH:15][C:13](=[O:14])[C:12]=3[N:11]=[CH:10]2)[C@H:6]([F:41])[C@@H:5]1[OH:42])=[N+:2]=[N-:3], predict the reaction product. The product is: [N:1]([C@:4]1([CH2:43][OH:44])[O:8][C@@H:7]([N:9]2[C:40]3[N:39]=[C:16]([NH2:17])[NH:15][C:13](=[O:14])[C:12]=3[N:11]=[CH:10]2)[C@H:6]([F:41])[C@@H:5]1[OH:42])=[N+:2]=[N-:3]. (2) Given the reactants I([O-])(=O)(=O)=[O:2].[Na+].[F:7][C:8]1[CH:9]=[C:10]2[C:15](=[CH:16][CH:17]=1)[N:14]=[C:13]([CH:18]=CN(C)C)[N:12]([C:23]1[C:24]([CH3:29])=[N:25][CH:26]=[CH:27][CH:28]=1)[C:11]2=[O:30], predict the reaction product. The product is: [F:7][C:8]1[CH:9]=[C:10]2[C:15](=[CH:16][CH:17]=1)[N:14]=[C:13]([CH:18]=[O:2])[N:12]([C:23]1[C:24]([CH3:29])=[N:25][CH:26]=[CH:27][CH:28]=1)[C:11]2=[O:30]. (3) Given the reactants [CH3:1][O:2][C:3](=[O:23])[C:4]1[CH:9]=[CH:8][C:7]([CH2:10][NH:11][CH:12]2[CH2:17][CH2:16][C:15]3([CH2:22][CH2:21][CH2:20][CH2:19][CH2:18]3)[CH2:14][CH2:13]2)=[CH:6][CH:5]=1.[CH3:24][S:25][C:26]1[CH:27]=[C:28]([N:32]=[C:33]=[O:34])[CH:29]=[CH:30][CH:31]=1, predict the reaction product. The product is: [CH3:1][O:2][C:3](=[O:23])[C:4]1[CH:5]=[CH:6][C:7]([CH2:10][N:11]([CH:12]2[CH2:17][CH2:16][C:15]3([CH2:22][CH2:21][CH2:20][CH2:19][CH2:18]3)[CH2:14][CH2:13]2)[C:33]([NH:32][C:28]2[CH:29]=[CH:30][CH:31]=[C:26]([S:25][CH3:24])[CH:27]=2)=[O:34])=[CH:8][CH:9]=1. (4) Given the reactants C([Li])CCC.[C:6](#[N:8])[CH3:7].[C:9]([O:13][C:14]([N:16]1[CH2:21][CH2:20][N:19]([C:22]2[CH:27]=[CH:26][CH:25]=[C:24]([C:28]3[C:36]4[C:31](=[CH:32][N:33]=[C:34](Br)[CH:35]=4)[N:30]([CH:38]4[CH2:43][CH2:42][CH2:41][CH2:40][O:39]4)[N:29]=3)[N:23]=2)[CH2:18][CH2:17]1)=[O:15])([CH3:12])([CH3:11])[CH3:10].[NH4+].[Cl-], predict the reaction product. The product is: [C:6]([CH2:7][C:34]1[CH:35]=[C:36]2[C:28]([C:24]3[N:23]=[C:22]([N:19]4[CH2:20][CH2:21][N:16]([C:14]([O:13][C:9]([CH3:12])([CH3:10])[CH3:11])=[O:15])[CH2:17][CH2:18]4)[CH:27]=[CH:26][CH:25]=3)=[N:29][N:30]([CH:38]3[CH2:43][CH2:42][CH2:41][CH2:40][O:39]3)[C:31]2=[CH:32][N:33]=1)#[N:8]. (5) Given the reactants Cl.[CH3:2][CH:3]1[CH2:12][CH2:11][CH:10]([CH3:13])[C:9]2[CH:8]=[C:7]([C:14]3[N:15]=[C:16]([N:19]4[CH2:24][CH2:23][CH:22]([NH2:25])[CH2:21][CH2:20]4)[S:17][CH:18]=3)[CH:6]=[CH:5][C:4]1=2.[Si]([O:33][CH2:34][CH:35]=O)(C(C)(C)C)(C)C.Cl, predict the reaction product. The product is: [CH3:2][CH:3]1[CH2:12][CH2:11][CH:10]([CH3:13])[C:9]2[CH:8]=[C:7]([C:14]3[N:15]=[C:16]([N:19]4[CH2:24][CH2:23][CH:22]([NH:25][CH2:35][CH2:34][OH:33])[CH2:21][CH2:20]4)[S:17][CH:18]=3)[CH:6]=[CH:5][C:4]1=2. (6) Given the reactants [F:1][CH2:2][CH:3]([O:6][C:7]1[CH:8]=[C:9]([CH:19]=[C:20]([OH:22])[CH:21]=1)[C:10]([NH:12][C:13]1[CH:17]=[CH:16][N:15]([CH3:18])[N:14]=1)=[O:11])[CH2:4][F:5].[N:23]1([C:27]([C:29]2[CH:34]=[CH:33][C:32](Br)=[CH:31][N:30]=2)=[O:28])[CH2:26][CH2:25][CH2:24]1.C(=O)([O-])[O-].[Cs+].[Cs+].N1(C(C2N=CC(OC3C=C(C=C(OC(CF)=C)C=3)C(NC3C=CN(C)N=3)=O)=CC=2)=O)CCC1.C(O)(C(F)(F)F)=O, predict the reaction product. The product is: [N:23]1([C:27]([C:29]2[N:30]=[CH:31][C:32]([O:22][C:20]3[CH:19]=[C:9]([CH:8]=[C:7]([O:6][CH:3]([CH2:2][F:1])[CH2:4][F:5])[CH:21]=3)[C:10]([NH:12][C:13]3[CH:17]=[CH:16][N:15]([CH3:18])[N:14]=3)=[O:11])=[CH:33][CH:34]=2)=[O:28])[CH2:26][CH2:25][CH2:24]1.